Dataset: Catalyst prediction with 721,799 reactions and 888 catalyst types from USPTO. Task: Predict which catalyst facilitates the given reaction. (1) Reactant: [NH2:1][C:2]1[N:7]=[C:6](Cl)[CH:5]=[C:4]([Cl:9])[N:3]=1.CCN(C(C)C)C(C)C.[CH3:19][N:20]1[CH2:26][CH2:25][CH2:24][NH:23][CH2:22][CH2:21]1. Product: [NH2:1][C:2]1[N:3]=[C:4]([Cl:9])[CH:5]=[C:6]([N:23]2[CH2:24][CH2:25][CH2:26][N:20]([CH3:19])[CH2:21][CH2:22]2)[N:7]=1. The catalyst class is: 14. (2) Reactant: [F:1][C:2]1[CH:3]=[CH:4][C:5]([C:8]2[N:9]=[CH:10][N:11](C(C3C=CC=CC=3)(C3C=CC=CC=3)C3C=CC=CC=3)[CH:12]=2)=[N:6][CH:7]=1.Cl. Product: [F:1][C:2]1[CH:3]=[CH:4][C:5]([C:8]2[N:9]=[CH:10][NH:11][CH:12]=2)=[N:6][CH:7]=1. The catalyst class is: 7.